From a dataset of Forward reaction prediction with 1.9M reactions from USPTO patents (1976-2016). Predict the product of the given reaction. (1) Given the reactants Cl.[NH2:2][C@@H:3]1[CH2:8][CH2:7][C@H:6]([NH:9][C:10]([C:12]2[C:16]3[N:17]=[CH:18][N:19]=[C:20]([C:21]4[CH:26]=[C:25]([C:27]([F:30])([F:29])[F:28])[CH:24]=[CH:23][C:22]=4[O:31][CH2:32][CH:33]4[CH2:35][CH2:34]4)[C:15]=3[NH:14][C:13]=2[CH3:36])=[O:11])[CH2:5][CH2:4]1.C([O:40][CH2:41][C:42](Cl)=[O:43])(=O)C, predict the reaction product. The product is: [CH:33]1([CH2:32][O:31][C:22]2[CH:23]=[CH:24][C:25]([C:27]([F:30])([F:29])[F:28])=[CH:26][C:21]=2[C:20]2[C:15]3[NH:14][C:13]([CH3:36])=[C:12]([C:10]([NH:9][C@H:6]4[CH2:7][CH2:8][C@@H:3]([NH:2][C:41](=[O:40])[CH2:42][OH:43])[CH2:4][CH2:5]4)=[O:11])[C:16]=3[N:17]=[CH:18][N:19]=2)[CH2:34][CH2:35]1. (2) Given the reactants BrCC(N(C1C=CC=CC=1C)CCNC(=O)OC(C)(C)C)=O.[CH3:23][S:24](Cl)(=[O:26])=[O:25].[Br:28][C:29]1[CH:30]=[CH:31][C:32]([CH3:50])=[C:33]([NH:35][C:36](=[O:49])[CH2:37][N:38]([CH2:46][CH2:47][OH:48])[C:39](=[O:45])[O:40][C:41]([CH3:44])([CH3:43])[CH3:42])[CH:34]=1.C([O-])(O)=O.[Na+], predict the reaction product. The product is: [CH3:23][S:24]([O:48][CH2:47][CH2:46][N:38]([CH2:37][C:36]([NH:35][C:33]1[CH:34]=[C:29]([Br:28])[CH:30]=[CH:31][C:32]=1[CH3:50])=[O:49])[C:39]([O:40][C:41]([CH3:42])([CH3:43])[CH3:44])=[O:45])(=[O:26])=[O:25]. (3) Given the reactants [O:1]1[CH:5]=[CH:4][CH:3]=[C:2]1[C:6]1[N:10]([C:11]2[CH:18]=[CH:17][CH:16]=[CH:15][C:12]=2[C:13]#[N:14])[N:9]=[C:8]([C:19]([F:22])([F:21])[F:20])[CH:7]=1.[BH4-].[Na+].O.C([O-])([O-])=O.[Na+].[Na+], predict the reaction product. The product is: [O:1]1[CH:5]=[CH:4][CH:3]=[C:2]1[C:6]1[N:10]([C:11]2[CH:18]=[CH:17][CH:16]=[CH:15][C:12]=2[CH2:13][NH2:14])[N:9]=[C:8]([C:19]([F:21])([F:20])[F:22])[CH:7]=1. (4) Given the reactants [CH2:1]([O:7][C:8]1[CH:50]=[CH:49][C:11]([C:12]([O:32][CH2:33][C@H:34]2[O:38][C@@H:37]([N:39]3[CH:47]=[C:45]([CH3:46])[C:43](=[O:44])[NH:42][C:40]3=[O:41])[CH2:36][C@@H:35]2[OH:48])([C:26]2[CH:31]=[CH:30][CH:29]=[CH:28][CH:27]=2)[C:13]2[CH:18]=[CH:17][C:16]([O:19][CH2:20][CH2:21][CH:22]=[CH:23][CH:24]=[CH2:25])=[CH:15][CH:14]=2)=[CH:10][CH:9]=1)[CH2:2][CH:3]=[CH:4][CH:5]=[CH2:6].C(N(C(C)C)CC)(C)C.C(CC[O:64][P:65](Cl)[N:66](C(C)C)C(C)C)#N, predict the reaction product. The product is: [P:65]([O:48][C@@H:35]1[C@@H:34]([CH2:33][O:32][C:12]([C:26]2[CH:31]=[CH:30][CH:29]=[CH:28][CH:27]=2)([C:11]2[CH:49]=[CH:50][C:8]([O:7][CH2:1][CH2:2][CH:3]=[CH:4][CH:5]=[CH2:6])=[CH:9][CH:10]=2)[C:13]2[CH:14]=[CH:15][C:16]([O:19][CH2:20][CH2:21][CH:22]=[CH:23][CH:24]=[CH2:25])=[CH:17][CH:18]=2)[O:38][C@@H:37]([N:39]2[CH:47]=[C:45]([CH3:46])[C:43](=[O:44])[NH:42][C:40]2=[O:41])[CH2:36]1)([NH2:66])[OH:64]. (5) Given the reactants [Cl:1][C:2]1[CH:14]=[CH:13][C:5]2[NH:6][CH2:7][CH:8]([CH:10]([CH3:12])[CH3:11])[O:9][C:4]=2[CH:3]=1.C(N(CC)CC)C.[CH2:22]([O:24][C:25](=[O:31])/[CH:26]=[CH:27]/[C:28](Cl)=[O:29])[CH3:23].O, predict the reaction product. The product is: [CH2:22]([O:24][C:25](=[O:31])/[CH:26]=[CH:27]/[C:28]([N:6]1[C:5]2[CH:13]=[CH:14][C:2]([Cl:1])=[CH:3][C:4]=2[O:9][CH:8]([CH:10]([CH3:12])[CH3:11])[CH2:7]1)=[O:29])[CH3:23]. (6) The product is: [CH:1]1([N:4]2[C:8]3[C:9]([O:29][C@@H:30]([C@H:32]4[CH2:36][NH:35][C:34](=[O:37])[CH2:33]4)[CH3:31])=[N:10][C:11]([C:13]4[CH:18]=[CH:17][C:16]([N:19]5[CH2:24][CH2:23][N:22]([S:25]([CH:28]6[CH2:39][CH2:38]6)(=[O:26])=[O:27])[CH2:21][CH2:20]5)=[CH:15][CH:14]=4)=[CH:12][C:7]=3[N:6]=[CH:5]2)[CH2:3][CH2:2]1. Given the reactants [CH:1]1([N:4]2[C:8]3[C:9]([O:29][C@@H:30]([C@H:32]4[CH2:36][NH:35][C:34](=[O:37])[CH2:33]4)[CH3:31])=[N:10][C:11]([C:13]4[CH:18]=[CH:17][C:16]([N:19]5[CH2:24][CH2:23][N:22]([S:25]([CH3:28])(=[O:27])=[O:26])[CH2:21][CH2:20]5)=[CH:15][CH:14]=4)=[CH:12][C:7]=3[N:6]=[CH:5]2)[CH2:3][CH2:2]1.[CH:38]1(N2C3C(O[C@@H]([C@H]4CNC(=O)C4)C)=NC(C4C=CC(N5CCNCC5)=CC=4)=CC=3N=C2)C[CH2:39]1.C1(S(Cl)(=O)=O)CC1, predict the reaction product. (7) The product is: [CH3:1][O:2][C:3]1[CH:8]=[CH:7][C:6]([CH:9]=[O:12])=[CH:5][CH:4]=1. Given the reactants [CH3:1][O:2][C:3]1[CH:8]=[CH:7][C:6]([CH3:9])=[CH:5][CH:4]=1.CS(C)=[O:12].[O-]S(OOS([O-])(=O)=O)(=O)=O.[Na+].[Na+], predict the reaction product. (8) The product is: [CH3:1][C@@:2]1([CH2:13][N:14]2[CH2:15][CH2:16][N:17]([C:20]([O:22][CH2:23][C:24]3[CH:25]=[C:26]4[C:30](=[CH:31][CH:32]=3)[N:29]([CH3:36])[C:28](=[O:33])[C:27]4([CH3:35])[CH3:34])=[O:21])[CH2:18][CH2:19]2)[O:6][C:5]2=[N:7][C:8]([N+:10]([O-:12])=[O:11])=[CH:9][N:4]2[CH2:3]1. Given the reactants [CH3:1][C@@:2]1([CH2:13][N:14]2[CH2:19][CH2:18][N:17]([C:20]([O:22][CH2:23][C:24]3[CH:25]=[C:26]4[C:30](=[CH:31][CH:32]=3)[NH:29][C:28](=[O:33])[C:27]4([CH3:35])[CH3:34])=[O:21])[CH2:16][CH2:15]2)[O:6][C:5]2=[N:7][C:8]([N+:10]([O-:12])=[O:11])=[CH:9][N:4]2[CH2:3]1.[CH3:36]N(C=O)C.[H-].[Na+].CI, predict the reaction product. (9) The product is: [Cl:8][C:9]1[CH:10]=[C:11]2[C:19](=[C:20]([NH:22][C:23]([C@@H:25]3[CH2:30][O:29][C:28]([CH3:31])([CH3:32])[CH2:27][N:26]3[CH2:33][C@@H:34]([NH:36][C:44]([C:43]3[CH:42]=[N:41][CH:40]=[CH:39][C:38]=3[CH3:37])=[O:45])[CH3:35])=[O:24])[CH:21]=1)[NH:18][C:17]1[CH:16]=[N:15][CH:14]=[CH:13][C:12]2=1. Given the reactants FC(F)(F)C(O)=O.[Cl:8][C:9]1[CH:10]=[C:11]2[C:19](=[C:20]([NH:22][C:23]([C@@H:25]3[CH2:30][O:29][C:28]([CH3:32])([CH3:31])[CH2:27][N:26]3[CH2:33][C@@H:34]([NH2:36])[CH3:35])=[O:24])[CH:21]=1)[NH:18][C:17]1[CH:16]=[N:15][CH:14]=[CH:13][C:12]2=1.[CH3:37][C:38]1[C:43]([C:44](O)=[O:45])=[CH:42][N:41]=[CH:40][CH:39]=1, predict the reaction product.